Dataset: Peptide-MHC class I binding affinity with 185,985 pairs from IEDB/IMGT. Task: Regression. Given a peptide amino acid sequence and an MHC pseudo amino acid sequence, predict their binding affinity value. This is MHC class I binding data. (1) The peptide sequence is AARIAGRHM. The MHC is HLA-C14:02 with pseudo-sequence HLA-C14:02. The binding affinity (normalized) is 0.401. (2) The peptide sequence is IFHFFLFLL. The MHC is HLA-A29:02 with pseudo-sequence HLA-A29:02. The binding affinity (normalized) is 0.330. (3) The peptide sequence is LFIDRGSIK. The MHC is HLA-A03:01 with pseudo-sequence HLA-A03:01. The binding affinity (normalized) is 0.311. (4) The peptide sequence is SMHFYGWSL. The MHC is HLA-A02:01 with pseudo-sequence HLA-A02:01. The binding affinity (normalized) is 0.501. (5) The binding affinity (normalized) is 0.584. The MHC is HLA-A02:01 with pseudo-sequence HLA-A02:01. The peptide sequence is ELFGEAFEV.